This data is from Reaction yield outcomes from USPTO patents with 853,638 reactions. The task is: Predict the reaction yield, written as a fraction of the theoretical maximum amount of product (1.0 means a 100% yield; for example, 0.34 means a 34% yield). (1) The reactants are [NH:1]1[C:9]2[C:4](=[CH:5][CH:6]=[CH:7][CH:8]=2)[CH2:3][C:2]1=[O:10].[N+:11]([O-])([OH:13])=[O:12]. The catalyst is S(=O)(=O)(O)O. The product is [N+:11]([C:6]1[CH:5]=[C:4]2[C:9](=[CH:8][CH:7]=1)[NH:1][C:2](=[O:10])[CH2:3]2)([O-:13])=[O:12]. The yield is 0.700. (2) The reactants are FC(F)(F)C(O)=O.[Cl:8][C:9]1[C:10]([NH:31][C@@H:32]2[C@@H:37]3[CH2:38][C@@H:34]([CH:35]=[CH:36]3)[C@@H:33]2[C:39]([NH2:41])=[O:40])=[C:11]2[N:17]=[C:16]([C:18]3[CH:23]=C[C:21]([CH2:24][N:25]4[CH2:30]COC[CH2:26]4)=[CH:20][CH:19]=3)[NH:15][C:12]2=[N:13][CH:14]=1.NC1C(N)=C(N[C@H]2[C@H]3C[C@H](C=C3)[C@H]2C(N)=O)C(Cl)=CN=1.CN(C)C1C=C(C=CC=1)C=O. No catalyst specified. The product is [Cl:8][C:9]1[C:10]([NH:31][C@H:32]2[C@H:37]3[CH2:38][C@H:34]([CH:35]=[CH:36]3)[C@H:33]2[C:39]([NH2:41])=[O:40])=[C:11]2[N:17]=[C:16]([C:18]3[CH:19]=[CH:20][CH:21]=[C:24]([N:25]([CH3:30])[CH3:26])[CH:23]=3)[NH:15][C:12]2=[N:13][CH:14]=1. The yield is 0.580. (3) The reactants are Cl[C:2]1[C:3]([CH3:22])=[N:4][C:5]2[C:10]([N:11]=1)=[C:9]([C:12]1[NH:20][C:19]3[CH2:18][CH2:17][NH:16][C:15](=[O:21])[C:14]=3[CH:13]=1)[CH:8]=[CH:7][CH:6]=2.[Cl:23][C:24]1[CH:29]=[CH:28][CH:27]=[CH:26][C:25]=1B(O)O.C([O-])([O-])=O.[Na+].[Na+].CO.C(Cl)Cl. The catalyst is O1CCOCC1.O.C1C=CC([P]([Pd]([P](C2C=CC=CC=2)(C2C=CC=CC=2)C2C=CC=CC=2)([P](C2C=CC=CC=2)(C2C=CC=CC=2)C2C=CC=CC=2)[P](C2C=CC=CC=2)(C2C=CC=CC=2)C2C=CC=CC=2)(C2C=CC=CC=2)C2C=CC=CC=2)=CC=1. The product is [Cl:23][C:24]1[CH:29]=[CH:28][CH:27]=[CH:26][C:25]=1[C:2]1[C:3]([CH3:22])=[N:4][C:5]2[C:10]([N:11]=1)=[C:9]([C:12]1[NH:20][C:19]3[CH2:18][CH2:17][NH:16][C:15](=[O:21])[C:14]=3[CH:13]=1)[CH:8]=[CH:7][CH:6]=2. The yield is 0.840. (4) The reactants are [CH3:1][O:2][C:3]1[CH:22]=[CH:21][CH:20]=[CH:19][C:4]=1[CH2:5][NH:6][C:7]1[CH:16]=[CH:15][C:14]2[C:13]([C:17]#[N:18])=[CH:12][CH:11]=[CH:10][C:9]=2[N:8]=1.[F:23][C:24]1[CH:29]=[CH:28][C:27]([Mg]Br)=[CH:26][CH:25]=1.Cl.[OH-].[Na+]. The catalyst is C(OCC)C.C1COCC1. The product is [F:23][C:24]1[CH:29]=[CH:28][C:27]([C:17](=[NH:18])[C:13]2[CH:12]=[CH:11][CH:10]=[C:9]3[C:14]=2[CH:15]=[CH:16][C:7]([NH:6][CH2:5][C:4]2[CH:19]=[CH:20][CH:21]=[CH:22][C:3]=2[O:2][CH3:1])=[N:8]3)=[CH:26][CH:25]=1. The yield is 0.410.